Task: Predict the product of the given reaction.. Dataset: Forward reaction prediction with 1.9M reactions from USPTO patents (1976-2016) (1) Given the reactants [CH3:1][CH:2]1[CH2:7][CH2:6][CH2:5][CH2:4][NH:3]1.Cl[CH2:9][C:10]1[CH:35]=[CH:34][C:13]([C:14]([NH:16][C:17]2[CH:18]=[CH:19][C:20]([O:23][C:24](=[O:33])[N:25]([CH3:32])[C:26]3[CH:31]=[CH:30][CH:29]=[CH:28][CH:27]=3)=[N:21][CH:22]=2)=[O:15])=[CH:12][CH:11]=1.[I-].[Na+].O, predict the reaction product. The product is: [CH3:1][CH:2]1[CH2:7][CH2:6][CH2:5][CH2:4][N:3]1[CH2:9][C:10]1[CH:11]=[CH:12][C:13]([C:14]([NH:16][C:17]2[CH:18]=[CH:19][C:20]([O:23][C:24](=[O:33])[N:25]([CH3:32])[C:26]3[CH:31]=[CH:30][CH:29]=[CH:28][CH:27]=3)=[N:21][CH:22]=2)=[O:15])=[CH:34][CH:35]=1. (2) Given the reactants [Cl:1][C:2]1[CH:10]=[CH:9][C:8]([I:11])=[CH:7][C:3]=1[C:4](O)=[O:5].[Cl:12]CCl.C(Cl)(=O)C(Cl)=O, predict the reaction product. The product is: [Cl:1][C:2]1[CH:10]=[CH:9][C:8]([I:11])=[CH:7][C:3]=1[C:4]([Cl:12])=[O:5]. (3) Given the reactants [S:1]1[CH:5]=[C:4]([CH2:6][NH:7][CH2:8][C:9]2[CH:10]=[C:11]3[C:15](=[CH:16][C:17]=2[NH2:18])[N:14]([C:19]([C:32]2[CH:37]=[CH:36][CH:35]=[CH:34][CH:33]=2)([C:26]2[CH:31]=[CH:30][CH:29]=[CH:28][CH:27]=2)[C:20]2[CH:25]=[CH:24][CH:23]=[CH:22][CH:21]=2)[N:13]=[C:12]3Br)[N:3]=[CH:2]1.[N:39]1[CH:44]=[CH:43][C:42](B(O)O)=[CH:41][CH:40]=1.[O:48]1CCOC[CH2:49]1.[C:54]([O-])([O-])=O.[K+].[K+], predict the reaction product. The product is: [CH3:54][C:40]1[CH:41]=[C:42]([C:12]2[C:11]3[CH:10]=[C:9]4[C:17](=[CH:16][C:15]=3[N:14]([C:19]([C:20]3[CH:25]=[CH:24][CH:23]=[CH:22][CH:21]=3)([C:26]3[CH:27]=[CH:28][CH:29]=[CH:30][CH:31]=3)[C:32]3[CH:33]=[CH:34][CH:35]=[CH:36][CH:37]=3)[N:13]=2)[NH:18][C:49](=[O:48])[N:7]([CH2:6][C:4]2[N:3]=[CH:2][S:1][CH:5]=2)[CH2:8]4)[CH:43]=[CH:44][N:39]=1. (4) The product is: [C:1]([NH:4][C:5]1[CH:13]=[CH:12][C:11]([C:17]([CH3:18])=[CH:16][C:15]([O:20][CH2:21][CH3:22])=[O:19])=[C:10]2[C:6]=1[CH2:7][CH2:8][CH2:9]2)(=[O:3])[CH3:2]. Given the reactants [C:1]([NH:4][C:5]1[CH:13]=[CH:12][C:11](Br)=[C:10]2[C:6]=1[CH2:7][CH2:8][CH2:9]2)(=[O:3])[CH3:2].[C:15]([O:20][CH2:21][CH3:22])(=[O:19])/[CH:16]=[CH:17]/[CH3:18].C1(C)C=CC=CC=1P(C1C=CC=CC=1C)C1C=CC=CC=1C.C(N(CCCC)CCCC)CCC, predict the reaction product. (5) Given the reactants C[CH2:2][N:3]=C=NCCCN(C)C.[Br:12][C:13]1[CH:18]=[CH:17][C:16]([CH2:19][CH2:20][C:21]([OH:23])=O)=[CH:15][CH:14]=1.C1C=CC2N(O)N=NC=2C=1.NC, predict the reaction product. The product is: [Br:12][C:13]1[CH:18]=[CH:17][C:16]([CH2:19][CH2:20][C:21]([NH:3][CH3:2])=[O:23])=[CH:15][CH:14]=1. (6) Given the reactants [Br:1][C:2]1[C:3]([CH3:14])=[N:4][NH:5][C:6]=1[C:7]1[CH:12]=[CH:11][C:10]([F:13])=[CH:9][CH:8]=1.[CH3:15][C:16]1[O:17][CH:18]=[CH:19][C:20]=1[CH2:21]O.C1(P(C2C=CC=CC=2)C2C=CC=CC=2)C=CC=CC=1.N(C(OC(C)C)=O)=NC(OC(C)C)=O, predict the reaction product. The product is: [Br:1][C:2]1[C:3]([CH3:14])=[N:4][N:5]([CH2:21][C:20]2[CH:19]=[CH:18][O:17][C:16]=2[CH3:15])[C:6]=1[C:7]1[CH:12]=[CH:11][C:10]([F:13])=[CH:9][CH:8]=1. (7) Given the reactants [C:1](Cl)(=[O:3])[CH3:2].[F:5][C:6]1[CH:11]=[CH:10][CH:9]=[CH:8][C:7]=1[S:12][C:13]1[C:21]2[C:16](=[CH:17][CH:18]=[CH:19][CH:20]=2)[N:15]([C:22]2[N:27]=[C:26]([NH2:28])[C:25]([NH2:29])=[C:24]([NH2:30])[N:23]=2)[N:14]=1, predict the reaction product. The product is: [NH2:30][C:24]1[C:25]([NH:29][C:1](=[O:3])[CH3:2])=[C:26]([NH2:28])[N:27]=[C:22]([N:15]2[C:16]3[C:21](=[CH:20][CH:19]=[CH:18][CH:17]=3)[C:13]([S:12][C:7]3[CH:8]=[CH:9][CH:10]=[CH:11][C:6]=3[F:5])=[N:14]2)[N:23]=1.